This data is from Forward reaction prediction with 1.9M reactions from USPTO patents (1976-2016). The task is: Predict the product of the given reaction. Given the reactants [Cl:1][C:2]1[CH:3]=[CH:4][C:5]([NH:18][CH2:19][CH:20]2[CH2:25][CH2:24][NH:23][CH2:22][CH2:21]2)=[C:6]([CH:17]=1)[C:7]([NH:9][C:10]1[CH:15]=[CH:14][C:13]([Cl:16])=[CH:12][N:11]=1)=[O:8].C1CCNCC1.CC=C(C)C.[C:37](Cl)(=[O:41])[CH2:38][CH2:39][CH3:40], predict the reaction product. The product is: [C:37]([N:23]1[CH2:22][CH2:21][CH:20]([CH2:19][NH:18][C:5]2[CH:4]=[CH:3][C:2]([Cl:1])=[CH:17][C:6]=2[C:7]([NH:9][C:10]2[CH:15]=[CH:14][C:13]([Cl:16])=[CH:12][N:11]=2)=[O:8])[CH2:25][CH2:24]1)(=[O:41])[CH2:38][CH2:39][CH3:40].